From a dataset of Full USPTO retrosynthesis dataset with 1.9M reactions from patents (1976-2016). Predict the reactants needed to synthesize the given product. (1) Given the product [CH:3]1([CH2:6][O:7][C:8]2[C:29]([Cl:30])=[CH:28][C:11]([O:12][CH2:13][C:14]3[CH:19]=[CH:18][CH:17]=[CH:16][C:15]=3/[C:20](=[N:25]\[O:26][CH3:27])/[C:21]([NH:2][CH3:1])=[O:23])=[CH:10][C:9]=2[Cl:31])[CH2:5][CH2:4]1, predict the reactants needed to synthesize it. The reactants are: [CH3:1][NH2:2].[CH:3]1([CH2:6][O:7][C:8]2[C:29]([Cl:30])=[CH:28][C:11]([O:12][CH2:13][C:14]3[CH:19]=[CH:18][CH:17]=[CH:16][C:15]=3/[C:20](=[N:25]\[O:26][CH3:27])/[C:21]([O:23]C)=O)=[CH:10][C:9]=2[Cl:31])[CH2:5][CH2:4]1. (2) Given the product [CH3:9][C:5]1[C:6]2[C:7]([NH:19][C:20]3[CH:21]=[C:22]([C:26]([O:28][CH3:29])=[O:27])[Se:23][C:24]=3[CH3:25])=[N:8][CH:11]=[N:1][C:2]=2[NH:3][C:4]=1[CH3:10], predict the reactants needed to synthesize it. The reactants are: [NH2:1][C:2]1[NH:3][C:4]([CH3:10])=[C:5]([CH3:9])[C:6]=1[C:7]#[N:8].[CH3:11]OC(OC)N(C)C.[NH2:19][C:20]1[CH:21]=[C:22]([C:26]([O:28][CH3:29])=[O:27])[Se:23][C:24]=1[CH3:25]. (3) Given the product [F:14][C:11]1[CH:12]=[CH:13][C:8]([CH2:7][N:6]2[C:5]3[CH:15]=[CH:16][CH:17]=[CH:18][C:4]=3[N:3]=[C:2]2[NH:19][CH2:20][CH2:21][CH2:22][N:23]2[CH2:28][CH2:27][CH:26]([C:29]3[CH:30]=[C:31]([NH:35][C:36](=[O:38])[CH3:37])[CH:32]=[CH:33][CH:34]=3)[CH2:25][CH2:24]2)=[CH:9][CH:10]=1, predict the reactants needed to synthesize it. The reactants are: Cl[C:2]1[N:6]([CH2:7][C:8]2[CH:13]=[CH:12][C:11]([F:14])=[CH:10][CH:9]=2)[C:5]2[CH:15]=[CH:16][CH:17]=[CH:18][C:4]=2[N:3]=1.[NH2:19][CH2:20][CH2:21][CH2:22][N:23]1[CH2:28][CH2:27][CH:26]([C:29]2[CH:30]=[C:31]([NH:35][C:36](=[O:38])[CH3:37])[CH:32]=[CH:33][CH:34]=2)[CH2:25][CH2:24]1.